Dataset: Catalyst prediction with 721,799 reactions and 888 catalyst types from USPTO. Task: Predict which catalyst facilitates the given reaction. Reactant: C1(S(N2C3C(=CC=C(C(F)(F)F)C=3)C(C3C=NN(C(OC(C)(C)C)=O)C=3)=C2)(=O)=O)C=CC=CC=1.[F:35][C:36]1[CH:44]=[C:43]2[C:39]([C:40]([C:54]3[CH:55]=[N:56][NH:57][CH:58]=3)=[CH:41][N:42]2[S:45]([C:48]2[CH:53]=[CH:52][CH:51]=[CH:50][CH:49]=2)(=[O:47])=[O:46])=[CH:38][CH:37]=1.C([O-])([O-])=O.[K+].[K+].Br[CH2:66][C:67]([NH2:69])=[O:68]. Product: [F:35][C:36]1[CH:44]=[C:43]2[C:39]([C:40]([C:54]3[CH:58]=[N:57][N:56]([CH2:66][C:67]([NH2:69])=[O:68])[CH:55]=3)=[CH:41][N:42]2[S:45]([C:48]2[CH:49]=[CH:50][CH:51]=[CH:52][CH:53]=2)(=[O:46])=[O:47])=[CH:38][CH:37]=1. The catalyst class is: 23.